Dataset: Full USPTO retrosynthesis dataset with 1.9M reactions from patents (1976-2016). Task: Predict the reactants needed to synthesize the given product. (1) Given the product [CH3:1][O:2][C:3]1[CH:11]=[CH:10][CH:9]=[CH:8][C:4]=1[CH2:5][CH2:6][N:7]=[C:12]=[S:13], predict the reactants needed to synthesize it. The reactants are: [CH3:1][O:2][C:3]1[CH:11]=[CH:10][CH:9]=[CH:8][C:4]=1[CH2:5][CH2:6][NH2:7].[C:12](Cl)(Cl)=[S:13].O. (2) Given the product [C:21]1([CH3:27])[CH:26]=[CH:25][CH:24]=[CH:23][C:22]=1[N:11]1[CH2:12][CH2:13][CH2:14][N:8]([C:1]([O:3][C:4]([CH3:7])([CH3:6])[CH3:5])=[O:2])[CH2:9][CH2:10]1, predict the reactants needed to synthesize it. The reactants are: [C:1]([N:8]1[CH2:14][CH2:13][CH2:12][NH:11][CH2:10][CH2:9]1)([O:3][C:4]([CH3:7])([CH3:6])[CH3:5])=[O:2].O(C(C)(C)C)[Na].[C:21]1([CH3:27])[CH:26]=[CH:25][CH:24]=[CH:23][CH:22]=1.BrC1C=CC=CC=1C. (3) Given the product [NH:29]1[CH:33]=[C:32]([CH2:34][N:10]2[C:11]3[CH:26]=[CH:25][C:24]([C:27]#[N:28])=[CH:23][C:12]=3[CH2:13][N:14]([S:15]([C:18]3[S:19][CH:20]=[CH:21][CH:22]=3)(=[O:17])=[O:16])[C@H:8]([CH2:7][C:1]3[CH:6]=[CH:5][CH:4]=[CH:3][CH:2]=3)[CH2:9]2)[N:31]=[CH:30]1, predict the reactants needed to synthesize it. The reactants are: [C:1]1([CH2:7][C@H:8]2[N:14]([S:15]([C:18]3[S:19][CH:20]=[CH:21][CH:22]=3)(=[O:17])=[O:16])[CH2:13][C:12]3[CH:23]=[C:24]([C:27]#[N:28])[CH:25]=[CH:26][C:11]=3[NH:10][CH2:9]2)[CH:6]=[CH:5][CH:4]=[CH:3][CH:2]=1.[NH:29]1[CH:33]=[C:32]([CH:34]=O)[N:31]=[CH:30]1.FC(F)(F)C(O)=O.FC(F)(F)C(OC(=O)C(F)(F)F)=O.C([SiH](CC)CC)C. (4) Given the product [CH:20]([N:33]1[CH2:36][CH:35]([N:17]2[CH2:16][CH2:15][N:14]([C:9]3[CH:10]=[CH:11][CH:12]=[CH:13][N:8]=3)[CH2:19][CH2:18]2)[CH2:34]1)([C:27]1[CH:28]=[CH:29][CH:30]=[CH:31][CH:32]=1)[C:21]1[CH:22]=[CH:23][CH:24]=[CH:25][CH:26]=1, predict the reactants needed to synthesize it. The reactants are: C(N(CC)CC)C.[N:8]1[CH:13]=[CH:12][CH:11]=[CH:10][C:9]=1[N:14]1[CH2:19][CH2:18][NH:17][CH2:16][CH2:15]1.[CH:20]([N:33]1[CH2:36][CH:35](OS(C)(=O)=O)[CH2:34]1)([C:27]1[CH:32]=[CH:31][CH:30]=[CH:29][CH:28]=1)[C:21]1[CH:26]=[CH:25][CH:24]=[CH:23][CH:22]=1. (5) Given the product [CH3:13][C:11]1[N:10]([CH2:14][C:15]2[N:20]=[CH:19][CH:18]=[CH:17][N:16]=2)[N:9]=[C:8]([NH2:7])[CH:12]=1, predict the reactants needed to synthesize it. The reactants are: C(OC(=O)[NH:7][C:8]1[CH:12]=[C:11]([CH3:13])[N:10]([CH2:14][C:15]2[N:20]=[CH:19][CH:18]=[CH:17][N:16]=2)[N:9]=1)(C)(C)C.